From a dataset of Forward reaction prediction with 1.9M reactions from USPTO patents (1976-2016). Predict the product of the given reaction. (1) Given the reactants [CH:1]1([C:7](=[N:25][NH2:26])[C:8]2[C:9]3[CH:16]=[CH:15][N:14]([CH2:17][O:18][CH2:19][CH2:20][Si:21]([CH3:24])([CH3:23])[CH3:22])[C:10]=3[N:11]=[CH:12][N:13]=2)[CH2:6][CH2:5][CH2:4][CH2:3][CH2:2]1.C(O)(=O)C.C(O)(=O)C.IC1C=CC=CC=1, predict the reaction product. The product is: [CH:1]1([C:7]2[N:25]=[N:26][N:13]3[C:8]=2[C:9]2[CH:16]=[CH:15][N:14]([CH2:17][O:18][CH2:19][CH2:20][Si:21]([CH3:22])([CH3:23])[CH3:24])[C:10]=2[N:11]=[CH:12]3)[CH2:2][CH2:3][CH2:4][CH2:5][CH2:6]1. (2) Given the reactants [F:1][C:2]1[CH:11]=[CH:10][C:5]([C:6]([O:8][CH3:9])=[O:7])=[C:4]([CH2:12][O:13][CH3:14])[CH:3]=1.S(=O)(=O)(O)O.[N+:20]([O-])([O-:22])=[O:21].[K+], predict the reaction product. The product is: [F:1][C:2]1[C:11]([N+:20]([O-:22])=[O:21])=[CH:10][C:5]([C:6]([O:8][CH3:9])=[O:7])=[C:4]([CH2:12][O:13][CH3:14])[CH:3]=1. (3) Given the reactants [CH2:1]([N:8]1[CH2:13][CH2:12][N:11]([C:14]2[CH:23]=[C:22]3[C:17]([CH:18]=[CH:19][CH:20]=[C:21]3[OH:24])=[CH:16][CH:15]=2)[CH2:10][CH2:9]1)[C:2]1[CH:7]=[CH:6][CH:5]=[CH:4][CH:3]=1.[CH3:25][C:26](C)([O-])C.[K+].C(I)C, predict the reaction product. The product is: [CH2:1]([N:8]1[CH2:9][CH2:10][N:11]([C:14]2[CH:15]=[CH:16][C:17]3[C:22](=[C:21]([O:24][CH2:25][CH3:26])[CH:20]=[CH:19][CH:18]=3)[CH:23]=2)[CH2:12][CH2:13]1)[C:2]1[CH:3]=[CH:4][CH:5]=[CH:6][CH:7]=1. (4) Given the reactants [C:1](Cl)(=O)[C:2]([Cl:4])=[O:3].CN(C=O)C.[C:12](O)(=O)[C:13]1C=C[CH:16]=[N:15][CH:14]=1, predict the reaction product. The product is: [C:2]([Cl:4])(=[O:3])[C:1]1[CH:12]=[CH:13][CH:14]=[N:15][CH:16]=1. (5) The product is: [C:22]([O:21][C:20]([CH2:27][CH2:28][NH:29][C:4](=[O:6])/[CH:3]=[CH:2]/[C:1]([O:8][CH3:9])=[O:7])=[O:26])([CH3:23])([CH3:24])[CH3:25]. Given the reactants [C:1]([O:8][CH3:9])(=[O:7])/[CH:2]=[CH:3]/[C:4]([O-:6])=O.C(Cl)(=O)C(Cl)=O.NCCN[C:20](=[O:26])[O:21][C:22]([CH3:25])([CH3:24])[CH3:23].[CH3:27][CH2:28][N:29](CC)CC, predict the reaction product. (6) Given the reactants C[O:2][C:3](=[O:34])[C:4]1[CH:9]=[CH:8][C:7]([S:10][CH2:11][CH:12]([C:19]2[N:20]([C:27]3[CH:32]=[CH:31][C:30]([Cl:33])=[CH:29][CH:28]=3)[N:21]=[C:22]3[CH2:26][CH2:25][CH2:24][C:23]=23)[CH:13]2[CH2:18][CH2:17][CH2:16][CH2:15][CH2:14]2)=[CH:6][CH:5]=1.[OH-].[Na+], predict the reaction product. The product is: [Cl:33][C:30]1[CH:31]=[CH:32][C:27]([N:20]2[C:19]([CH:12]([CH:13]3[CH2:14][CH2:15][CH2:16][CH2:17][CH2:18]3)[CH2:11][S:10][C:7]3[CH:6]=[CH:5][C:4]([C:3]([OH:34])=[O:2])=[CH:9][CH:8]=3)=[C:23]3[CH2:24][CH2:25][CH2:26][C:22]3=[N:21]2)=[CH:28][CH:29]=1. (7) Given the reactants [C:1]([C:4]1[O:8][N:7]=[C:6]([C:9]([NH:11][CH2:12][C@H:13]([N:15]2[CH:19]=[CH:18][C:17]([C:20]3[CH:25]=[C:24]([F:26])[C:23]([C:27]#[N:28])=[C:22]([F:29])[CH:21]=3)=[N:16]2)[CH3:14])=[O:10])[CH:5]=1)(=[O:3])[CH3:2].[BH4-].[Na+], predict the reaction product. The product is: [C:27]([C:23]1[C:24]([F:26])=[CH:25][C:20]([C:17]2[CH:18]=[CH:19][N:15]([C@H:13]([CH3:14])[CH2:12][NH:11][C:9]([C:6]3[CH:5]=[C:4]([CH:1]([OH:3])[CH3:2])[O:8][N:7]=3)=[O:10])[N:16]=2)=[CH:21][C:22]=1[F:29])#[N:28]. (8) Given the reactants [F:1][C:2]([F:32])([F:31])[CH2:3][O:4][C:5]1[CH:10]=[CH:9][C:8]([O:11][CH2:12][C:13]([F:16])([F:15])[F:14])=[CH:7][C:6]=1[S:17]([NH:20][CH2:21][C@H:22]1[CH2:27][CH2:26][C@H:25]([C:28]([OH:30])=O)[CH2:24][CH2:23]1)(=[O:19])=[O:18].C([N:35](CC)CC)C.ClC(OCC)=O.N, predict the reaction product. The product is: [F:32][C:2]([F:31])([F:1])[CH2:3][O:4][C:5]1[CH:10]=[CH:9][C:8]([O:11][CH2:12][C:13]([F:16])([F:14])[F:15])=[CH:7][C:6]=1[S:17]([NH:20][CH2:21][C@H:22]1[CH2:27][CH2:26][C@H:25]([C:28]([NH2:35])=[O:30])[CH2:24][CH2:23]1)(=[O:18])=[O:19]. (9) Given the reactants [Br:1][C:2]1[CH:3]=[C:4]2[C:8](=[C:9]([CH3:11])[CH:10]=1)[NH:7][CH:6]=[C:5]2[CH3:12].[C:13]([BH3-])#N.[Na+], predict the reaction product. The product is: [Br:1][C:2]1[CH:3]=[C:4]2[C:8](=[C:9]([CH3:11])[CH:10]=1)[NH:7][CH:6]([CH3:13])[CH:5]2[CH3:12]. (10) Given the reactants [Cl:1][C:2]1[CH:22]=[CH:21][C:5]([O:6][C@@H:7]([C:15]2[CH:20]=[CH:19][CH:18]=[CH:17][CH:16]=2)[C@@H:8]2[CH2:13][NH:12][C:11](=O)[CH2:10][O:9]2)=[C:4]([O:23][CH3:24])[CH:3]=1.COCCO[AlH2-]OCCOC.[Na+], predict the reaction product. The product is: [Cl:1][C:2]1[CH:22]=[CH:21][C:5]([O:6][C@@H:7]([C:15]2[CH:20]=[CH:19][CH:18]=[CH:17][CH:16]=2)[C@H:8]2[O:9][CH2:10][CH2:11][NH:12][CH2:13]2)=[C:4]([O:23][CH3:24])[CH:3]=1.